This data is from Full USPTO retrosynthesis dataset with 1.9M reactions from patents (1976-2016). The task is: Predict the reactants needed to synthesize the given product. (1) Given the product [C:1]([C:4]1[CH:12]=[CH:11][C:7]([C:8]([NH:55][C:56]2[CH:61]=[CH:60][N:59]=[CH:58][CH:57]=2)=[O:10])=[CH:6][C:5]=1[OH:13])(=[O:3])[CH3:2], predict the reactants needed to synthesize it. The reactants are: [C:1]([C:4]1[CH:12]=[CH:11][C:7]([C:8]([OH:10])=O)=[CH:6][C:5]=1[OH:13])(=[O:3])[CH3:2].C(N(C(C)C)CC)(C)C.ON1C2C=CC=CC=2N=N1.CN(C(ON1N=NC2C=CC=CC1=2)=[N+](C)C)C.[B-](F)(F)(F)F.[NH2:55][C:56]1[CH:61]=[CH:60][N:59]=[CH:58][CH:57]=1. (2) The reactants are: [CH3:1][N:2]([CH2:6][CH2:7][C:8]([OH:10])=O)[C:3](=[O:5])[CH3:4].[CH:11]1([NH:14][C:15]([NH:17][C:18]2[CH:23]=[CH:22][C:21]([C:24]3[N:25]=[C:26]([N:33]4[CH2:38][CH2:37][O:36][CH2:35][C@@H:34]4[CH3:39])[C:27]4[CH2:32][NH:31][CH2:30][C:28]=4[N:29]=3)=[CH:20][CH:19]=2)=[O:16])[CH2:13][CH2:12]1. Given the product [CH:11]1([NH:14][C:15](=[O:16])[NH:17][C:18]2[CH:19]=[CH:20][C:21]([C:24]3[N:25]=[C:26]([N:33]4[CH2:38][CH2:37][O:36][CH2:35][C@@H:34]4[CH3:39])[C:27]4[CH2:32][N:31]([C:8](=[O:10])[CH2:7][CH2:6][N:2]([CH3:1])[C:3](=[O:5])[CH3:4])[CH2:30][C:28]=4[N:29]=3)=[CH:22][CH:23]=2)[CH2:13][CH2:12]1, predict the reactants needed to synthesize it.